This data is from Reaction yield outcomes from USPTO patents with 853,638 reactions. The task is: Predict the reaction yield, written as a fraction of the theoretical maximum amount of product (1.0 means a 100% yield; for example, 0.34 means a 34% yield). The reactants are [C:1]([NH:4][CH:5]([CH2:60][C:61]1[CH:66]=[CH:65][C:64]([OH:67])=[CH:63][CH:62]=1)[C:6]([NH:8][CH:9]([CH2:52][C:53]1[CH:58]=[CH:57][C:56]([F:59])=[CH:55][CH:54]=1)[C:10]([N:12]1[CH2:17][C:16](=[O:18])[N:15]([CH2:19][CH2:20][C:21]2[CH:30]=[CH:29][C:28]3[C:23](=[CH:24][CH:25]=[CH:26][CH:27]=3)[CH:22]=2)[CH2:14][CH:13]1[CH2:31][CH2:32][CH2:33][NH:34][C:35]([NH:44]C(OC(C)(C)C)=O)=[N:36]C(OC(C)(C)C)=O)=[O:11])=[O:7])(=[O:3])[CH3:2].FC(F)(F)C(O)=O. The catalyst is ClCCl. The product is [C:1]([NH:4][CH:5]([CH2:60][C:61]1[CH:62]=[CH:63][C:64]([OH:67])=[CH:65][CH:66]=1)[C:6]([NH:8][CH:9]([CH2:52][C:53]1[CH:58]=[CH:57][C:56]([F:59])=[CH:55][CH:54]=1)[C:10]([N:12]1[CH2:17][C:16](=[O:18])[N:15]([CH2:19][CH2:20][C:21]2[CH:30]=[CH:29][C:28]3[C:23](=[CH:24][CH:25]=[CH:26][CH:27]=3)[CH:22]=2)[CH2:14][CH:13]1[CH2:31][CH2:32][CH2:33][NH:34][C:35]([NH2:44])=[NH:36])=[O:11])=[O:7])(=[O:3])[CH3:2]. The yield is 0.860.